From a dataset of Peptide-MHC class I binding affinity with 185,985 pairs from IEDB/IMGT. Regression. Given a peptide amino acid sequence and an MHC pseudo amino acid sequence, predict their binding affinity value. This is MHC class I binding data. The peptide sequence is LLWFHISCL. The MHC is HLA-A31:01 with pseudo-sequence HLA-A31:01. The binding affinity (normalized) is 0.160.